Dataset: Forward reaction prediction with 1.9M reactions from USPTO patents (1976-2016). Task: Predict the product of the given reaction. (1) Given the reactants B(Br)(Br)Br.[CH2:5]([O:7][C:8](=[O:27])[CH2:9][CH2:10][CH2:11][CH2:12][C:13]1[CH:17]=[C:16]([C:18]2[CH:23]=[C:22]([Cl:24])[CH:21]=[CH:20][C:19]=2[O:25]C)[O:15][N:14]=1)[CH3:6], predict the reaction product. The product is: [CH2:5]([O:7][C:8](=[O:27])[CH2:9][CH2:10][CH2:11][CH2:12][C:13]1[CH:17]=[C:16]([C:18]2[CH:23]=[C:22]([Cl:24])[CH:21]=[CH:20][C:19]=2[OH:25])[O:15][N:14]=1)[CH3:6]. (2) Given the reactants C(N(CC)CC)C.[Cl:8][C:9]1[N:14]=[C:13](Cl)[CH:12]=[C:11]([CH2:16][S:17]([CH3:20])(=[O:19])=[O:18])[N:10]=1.[CH3:21][C@H:22]1[CH2:27][O:26][CH2:25][CH2:24][NH:23]1, predict the reaction product. The product is: [Cl:8][C:9]1[N:14]=[C:13]([N:23]2[CH2:24][CH2:25][O:26][CH2:27][C@@H:22]2[CH3:21])[CH:12]=[C:11]([CH2:16][S:17]([CH3:20])(=[O:19])=[O:18])[N:10]=1. (3) Given the reactants [OH:1][C@H:2]1[CH2:6][NH:5][CH2:4][C@@H:3]1[CH2:7][OH:8].C(N(CC)CC)C.[CH2:16](Br)[C:17]1[CH:22]=[CH:21][CH:20]=[CH:19][CH:18]=1, predict the reaction product. The product is: [CH2:16]([N:5]1[CH2:6][C@H:2]([OH:1])[C@@H:3]([CH2:7][OH:8])[CH2:4]1)[C:17]1[CH:22]=[CH:21][CH:20]=[CH:19][CH:18]=1. (4) The product is: [CH3:1][O:2][CH:3]1[CH2:8][CH2:7][C:6](=[O:9])[CH2:5][CH2:4]1. Given the reactants [CH3:1][O:2][CH:3]1[CH2:8][CH2:7][CH:6]([OH:9])[CH2:5][CH2:4]1.[Cr](Cl)([O-])(=O)=O.[NH+]1C=CC=CC=1.[O-2].[Al+3].[O-2].[O-2].[Al+3], predict the reaction product.